Task: Predict the product of the given reaction.. Dataset: Forward reaction prediction with 1.9M reactions from USPTO patents (1976-2016) (1) Given the reactants [CH:1]1([CH:5]=O)[CH2:4][CH2:3][CH2:2]1.[O:7]1[CH2:11][CH2:10][O:9][C:8]21[CH2:20][CH2:19][C@@H:18]1[C@@:13]34[C:27]5[C:22](=[CH:23][CH:24]=[C:25]([C:29]#[N:30])[C:26]=5[O:28][C@@H:12]23)[CH2:21][C@H:17]1[NH:16][CH2:15][CH2:14]4.C(O[BH-](OC(=O)C)OC(=O)C)(=O)C.[Na+], predict the reaction product. The product is: [CH:1]1([CH2:5][N:16]2[CH2:15][CH2:14][C@@:13]34[C:27]5[C:22]6[CH2:21][C@@H:17]2[C@@H:18]3[CH2:19][CH2:20][C:8]2([C@@H:12]4[O:28][C:26]=5[C:25]([C:29]#[N:30])=[CH:24][CH:23]=6)[O:7][CH2:11][CH2:10][O:9]2)[CH2:2][CH2:3][CH2:4]1. (2) Given the reactants C(Cl)Cl.[N+:4]([C:7]1[CH:12]=[CH:11][CH:10]=[CH:9][C:8]=1B(O)O)([O-:6])=[O:5].[CH2:16]([O:23][C:24]1[CH:25]=[CH:26][C:27](Br)=[N:28][CH:29]=1)[C:17]1[CH:22]=[CH:21][CH:20]=[CH:19][CH:18]=1.C(=O)([O-])[O-].[K+].[K+], predict the reaction product. The product is: [CH2:16]([O:23][C:24]1[CH:25]=[CH:26][C:27]([C:8]2[CH:9]=[CH:10][CH:11]=[CH:12][C:7]=2[N+:4]([O-:6])=[O:5])=[N:28][CH:29]=1)[C:17]1[CH:18]=[CH:19][CH:20]=[CH:21][CH:22]=1. (3) The product is: [CH:13]1[C:14]2[C:9](=[CH:8][C:7]([NH:6][C:4](=[O:5])[CH:3]([C:17]3[CH:22]=[CH:21][C:20]([O:23][Si:24]([CH:25]([CH3:27])[CH3:26])([CH:31]([CH3:33])[CH3:32])[CH:28]([CH3:30])[CH3:29])=[CH:19][CH:18]=3)[CH2:2][NH:1][C:39](=[O:40])[O:38][C:35]([CH3:37])([CH3:36])[CH3:34])=[CH:16][CH:15]=2)[CH:10]=[CH:11][N:12]=1. Given the reactants [NH2:1][CH2:2][CH:3]([C:17]1[CH:22]=[CH:21][C:20]([O:23][Si:24]([CH:31]([CH3:33])[CH3:32])([CH:28]([CH3:30])[CH3:29])[CH:25]([CH3:27])[CH3:26])=[CH:19][CH:18]=1)[C:4]([NH:6][C:7]1[CH:8]=[C:9]2[C:14](=[CH:15][CH:16]=1)[CH:13]=[N:12][CH:11]=[CH:10]2)=[O:5].[CH3:34][C:35]([O:38][C:39](O[C:39]([O:38][C:35]([CH3:37])([CH3:36])[CH3:34])=[O:40])=[O:40])([CH3:37])[CH3:36], predict the reaction product.